From a dataset of Forward reaction prediction with 1.9M reactions from USPTO patents (1976-2016). Predict the product of the given reaction. (1) Given the reactants [CH2:1]([O:5][C:6]1[CH:7]=[C:8]2[C:13](=[CH:14][C:15]=1[O:16][CH2:17][CH2:18][O:19][CH3:20])[N:12]=[CH:11][C:10]([C:21]#[N:22])=[C:9]2Cl)[CH2:2][CH2:3][CH3:4].[Cl:24][C:25]1[CH:31]=[C:30]([Cl:32])[C:29]([O:33][CH3:34])=[CH:28][C:26]=1[NH2:27].Cl.N1C=CC=CC=1, predict the reaction product. The product is: [CH2:1]([O:5][C:6]1[CH:7]=[C:8]2[C:13](=[CH:14][C:15]=1[O:16][CH2:17][CH2:18][O:19][CH3:20])[N:12]=[CH:11][C:10]([C:21]#[N:22])=[C:9]2[NH:27][C:26]1[CH:28]=[C:29]([O:33][CH3:34])[C:30]([Cl:32])=[CH:31][C:25]=1[Cl:24])[CH2:2][CH2:3][CH3:4]. (2) Given the reactants Cl.[F:2][C:3]1[CH:4]=[C:5]2[C:10](=[C:11]([N:13]3[CH2:18][CH2:17][N:16]([CH3:19])[CH2:15][CH2:14]3)[CH:12]=1)[O:9][C:8]([C:20](O)=[O:21])=[CH:7][C:6]2=[O:23].ON1C2C=CC=CC=2N=N1.C(N(CC)CC)C.[Cl:41][C:42]1[CH:43]=[C:44]([NH2:54])[CH:45]=[CH:46][C:47]=1[N:48]1[CH2:53][CH2:52][O:51][CH2:50][CH2:49]1, predict the reaction product. The product is: [Cl:41][C:42]1[CH:43]=[C:44]([NH:54][C:20]([C:8]2[O:9][C:10]3[C:5]([C:6](=[O:23])[CH:7]=2)=[CH:4][C:3]([F:2])=[CH:12][C:11]=3[N:13]2[CH2:14][CH2:15][N:16]([CH3:19])[CH2:17][CH2:18]2)=[O:21])[CH:45]=[CH:46][C:47]=1[N:48]1[CH2:49][CH2:50][O:51][CH2:52][CH2:53]1. (3) Given the reactants BrC1C=C([C@H:8]([S:16][CH2:17][CH2:18][CH2:19][C:20]2[CH:25]=[CH:24][CH:23]=[CH:22][C:21]=2[C:26]([OH:29])([CH3:28])[CH3:27])[C:9]2([CH2:12][C:13]([OH:15])=[O:14])[CH2:11][CH2:10]2)C=CC=1.[Cl:30][C:31]1[CH:40]=[C:39]2[C:34]([CH:35]=[CH:36][C:37]([CH:41]=[CH2:42])=[N:38]2)=[CH:33][CH:32]=1.[C:43]1(C)[CH:48]=[CH:47][CH:46]=[CH:45][C:44]=1P([C:43]1[CH:48]=[CH:47][CH:46]=[CH:45][C:44]=1C)[C:43]1[CH:48]=[CH:47][CH:46]=[CH:45][C:44]=1C.CCN(CC)CC.C(O)(=O)CC(CC(O)=O)(C(O)=O)O, predict the reaction product. The product is: [CH3:27][C:26]([OH:29])([C:21]1[CH:22]=[CH:23][CH:24]=[CH:25][C:20]=1[CH2:19][CH2:18][C@@H:17]([S:16][CH2:8][C:9]1([CH2:12][C:13]([OH:15])=[O:14])[CH2:11][CH2:10]1)[C:43]1[CH:44]=[CH:45][CH:46]=[C:47](/[CH:42]=[CH:41]/[C:37]2[CH:36]=[CH:35][C:34]3[CH:33]=[CH:32][C:31]([Cl:30])=[CH:40][C:39]=3[N:38]=2)[CH:48]=1)[CH3:28]. (4) Given the reactants N#N.[NH:3]1[C:7]2[CH:8]=[CH:9][CH:10]=[CH:11][C:6]=2[N:5]=[C:4]1[C@H:12]([NH:22][C:23]([NH:25][CH:26]1[CH2:31][CH2:30][NH:29][CH2:28][CH2:27]1)=[O:24])[CH2:13][C:14]1[CH:19]=[CH:18][C:17]([O:20][CH3:21])=[CH:16][CH:15]=1.CCN(C(C)C)C(C)C.[CH3:41][S:42](Cl)(=[O:44])=[O:43], predict the reaction product. The product is: [NH:3]1[C:7]2[CH:8]=[CH:9][CH:10]=[CH:11][C:6]=2[N:5]=[C:4]1[C@H:12]([NH:22][C:23]([NH:25][CH:26]1[CH2:27][CH2:28][N:29]([S:42]([CH3:41])(=[O:44])=[O:43])[CH2:30][CH2:31]1)=[O:24])[CH2:13][C:14]1[CH:15]=[CH:16][C:17]([O:20][CH3:21])=[CH:18][CH:19]=1. (5) Given the reactants [F:1][C:2]1[CH:22]=[C:21]([N+:23]([O-:25])=[O:24])[CH:20]=[CH:19][C:3]=1[O:4][C:5]1[CH:10]=[CH:9][N:8]=[C:7]2[CH:11]=[C:12]([C:14]3S[CH:16]=[CH:17][N:18]=3)[S:13][C:6]=12.ClC1C=CN=C2C=C(CN3CC[O:40][CH2:39][CH2:38]3)SC=12, predict the reaction product. The product is: [F:1][C:2]1[CH:22]=[C:21]([N+:23]([O-:25])=[O:24])[CH:20]=[CH:19][C:3]=1[O:4][C:5]1[CH:10]=[CH:9][N:8]=[C:7]2[CH:11]=[C:12]([CH2:14][N:18]3[CH2:38][CH2:39][O:40][CH2:16][CH2:17]3)[S:13][C:6]=12. (6) Given the reactants [CH2:1]([O:3][C:4]([C:6]1[N:7]([CH3:14])[CH:8]=[C:9]([N+:11]([O-])=O)[N:10]=1)=[O:5])[CH3:2].N1C=CN=C1.[F:20][C:21]([F:45])([F:44])[C:22]1[CH:27]=[CH:26][C:25]([S:28][CH2:29][CH2:30][O:31][C:32](=O)[O:33]C2C=CC([N+]([O-])=O)=CC=2)=[CH:24][CH:23]=1.CCN(C(C)C)C(C)C.C1C=CC2N(O)N=NC=2C=1, predict the reaction product. The product is: [CH2:1]([O:3][C:4]([C:6]1[N:7]([CH3:14])[CH:8]=[C:9]([NH:11][C:32]([O:31][CH2:30][CH2:29][S:28][C:25]2[CH:26]=[CH:27][C:22]([C:21]([F:20])([F:45])[F:44])=[CH:23][CH:24]=2)=[O:33])[N:10]=1)=[O:5])[CH3:2]. (7) Given the reactants [Br:1][C:2]1[C:6]2[C:7](Cl)=[N:8][CH:9]=[CH:10][C:5]=2[O:4][CH:3]=1.[NH3:12].C(OCC)(=O)C, predict the reaction product. The product is: [Br:1][C:2]1[C:6]2[C:7]([NH2:12])=[N:8][CH:9]=[CH:10][C:5]=2[O:4][CH:3]=1.